Dataset: Forward reaction prediction with 1.9M reactions from USPTO patents (1976-2016). Task: Predict the product of the given reaction. (1) Given the reactants Br[C:2]1[CH:7]=[CH:6][C:5]([C:8]2([C:14]#[N:15])[CH2:13][CH2:12][O:11][CH2:10][CH2:9]2)=[CH:4][CH:3]=1.C1(C(C2C=CC=CC=2)=[NH:23])C=CC=CC=1.CC([O-])(C)C.[Na+], predict the reaction product. The product is: [NH2:23][C:2]1[CH:7]=[CH:6][C:5]([C:8]2([C:14]#[N:15])[CH2:13][CH2:12][O:11][CH2:10][CH2:9]2)=[CH:4][CH:3]=1. (2) Given the reactants Cl[C:2]1[CH:7]=[CH:6][C:5]([O:8][C:9]2[CH:14]=[CH:13][C:12]([F:15])=[CH:11][CH:10]=2)=[CH:4][N:3]=1.[F:16][C:17]1[CH:18]=[C:19]([CH:21]=[CH:22][C:23]=1[F:24])[NH2:20].C1(P(C2C=CC=CC=2)C2C3OC4C(=CC=CC=4P(C4C=CC=CC=4)C4C=CC=CC=4)C(C)(C)C=3C=CC=2)C=CC=CC=1.C(=O)([O-])[O-].[Cs+].[Cs+], predict the reaction product. The product is: [F:16][C:17]1[CH:18]=[C:19]([NH:20][C:2]2[CH:7]=[CH:6][C:5]([O:8][C:9]3[CH:14]=[CH:13][C:12]([F:15])=[CH:11][CH:10]=3)=[CH:4][N:3]=2)[CH:21]=[CH:22][C:23]=1[F:24]. (3) Given the reactants [C:1]([N:11]1[CH2:18][CH2:17][CH2:16][C@@H:12]1[C:13]([OH:15])=O)([O:3][CH2:4][C:5]1[CH:10]=[CH:9][CH:8]=[CH:7][CH:6]=1)=[O:2].CCN=C=N[CH2:24][CH2:25][CH2:26][N:27]([CH3:29])C.C1C=CC2N(O)N=NC=2C=1.N1CCCC1, predict the reaction product. The product is: [CH2:4]([O:3][C:1]([N:11]1[CH2:18][CH2:17][CH2:16][C@@H:12]1[C:13]([N:27]1[CH2:26][CH2:25][CH2:24][CH2:29]1)=[O:15])=[O:2])[C:5]1[CH:6]=[CH:7][CH:8]=[CH:9][CH:10]=1. (4) Given the reactants C(NC(C)C)(C)C.[Li]CCCC.[Br:13][C:14]1[CH:19]=[C:18]([Si:20]([CH2:25][CH3:26])([CH2:23][CH3:24])[CH2:21][CH3:22])[C:17]([F:27])=[CH:16][N:15]=1.[Li+].CC([N-]C(C)C)C.[CH3:36][C:37](N(C)C)=[O:38].Cl, predict the reaction product. The product is: [Br:13][C:14]1[N:15]=[C:16]([C:37](=[O:38])[CH3:36])[C:17]([F:27])=[C:18]([Si:20]([CH2:25][CH3:26])([CH2:23][CH3:24])[CH2:21][CH3:22])[CH:19]=1. (5) Given the reactants [F:1][C:2]1[CH:7]=[CH:6][C:5]([C:8]2[CH:12]=[C:11]([CH:13]3[CH2:18][CH2:17][CH2:16][NH:15][CH2:14]3)[N:10]([C:19]3[N:24]=[CH:23][CH:22]=[CH:21][N:20]=3)[N:9]=2)=[CH:4][CH:3]=1.[F:25][C:26]1[CH:31]=[CH:30][CH:29]=[C:28]([F:32])[C:27]=1[S:33](Cl)(=[O:35])=[O:34].C(N(C(C)C)CC)(C)C.CS(C)=O, predict the reaction product. The product is: [F:25][C:26]1[CH:31]=[CH:30][CH:29]=[C:28]([F:32])[C:27]=1[S:33]([N:15]1[CH2:16][CH2:17][CH2:18][CH:13]([C:11]2[N:10]([C:19]3[N:20]=[CH:21][CH:22]=[CH:23][N:24]=3)[N:9]=[C:8]([C:5]3[CH:4]=[CH:3][C:2]([F:1])=[CH:7][CH:6]=3)[CH:12]=2)[CH2:14]1)(=[O:35])=[O:34]. (6) Given the reactants [CH3:1][O:2][C:3]1[CH:27]=[CH:26][C:6]([CH2:7][NH:8][C:9]2[C:14]3[C:15]([C:18]4[CH:23]=[CH:22][CH:21]=[C:20]([O:24][CH3:25])[CH:19]=4)=[CH:16][NH:17][C:13]=3[CH:12]=[CH:11][N:10]=2)=[CH:5][CH:4]=1.[C:28]([NH:35][CH2:36][CH2:37][CH2:38][CH2:39]Br)([O:30][C:31]([CH3:34])([CH3:33])[CH3:32])=[O:29].C(=O)([O-])[O-].[Cs+].[Cs+], predict the reaction product. The product is: [CH3:1][O:2][C:3]1[CH:4]=[CH:5][C:6]([CH2:7][NH:8][C:9]2[C:14]3[C:15]([C:18]4[CH:23]=[CH:22][CH:21]=[C:20]([O:24][CH3:25])[CH:19]=4)=[CH:16][N:17]([CH2:39][CH2:38][CH2:37][CH2:36][NH:35][C:28](=[O:29])[O:30][C:31]([CH3:34])([CH3:33])[CH3:32])[C:13]=3[CH:12]=[CH:11][N:10]=2)=[CH:26][CH:27]=1. (7) Given the reactants O[C:2]1[C:7]([C:8]([O:10][CH2:11][CH3:12])=[O:9])=[CH:6][N:5]=[C:4]([N:13]2[CH2:18][CH2:17][O:16][CH2:15][CH2:14]2)[N:3]=1.P(Cl)(Cl)([Cl:21])=O, predict the reaction product. The product is: [Cl:21][C:2]1[C:7]([C:8]([O:10][CH2:11][CH3:12])=[O:9])=[CH:6][N:5]=[C:4]([N:13]2[CH2:18][CH2:17][O:16][CH2:15][CH2:14]2)[N:3]=1. (8) Given the reactants Cl[C:2]1[C:7]([C:8]#[N:9])=[C:6]([CH3:10])[N:5]=[C:4]([S:11][CH3:12])[N:3]=1.[NH2:13][C:14]1[CH:15]=[C:16]([NH:20][C:21]([N:23]2[CH2:27][CH2:26][CH2:25][CH2:24]2)=[O:22])[CH:17]=[CH:18][CH:19]=1, predict the reaction product. The product is: [C:8]([C:7]1[C:2]([NH:13][C:14]2[CH:15]=[C:16]([NH:20][C:21]([N:23]3[CH2:27][CH2:26][CH2:25][CH2:24]3)=[O:22])[CH:17]=[CH:18][CH:19]=2)=[N:3][C:4]([S:11][CH3:12])=[N:5][C:6]=1[CH3:10])#[N:9].